This data is from Reaction yield outcomes from USPTO patents with 853,638 reactions. The task is: Predict the reaction yield, written as a fraction of the theoretical maximum amount of product (1.0 means a 100% yield; for example, 0.34 means a 34% yield). (1) The reactants are [Cl-].[Al+3].[Cl-].[Cl-].[C:5]1([C:11]2[CH:15]=[CH:14][NH:13][CH:12]=2)[CH:10]=[CH:9][CH:8]=[CH:7][CH:6]=1.[Cl:16][C:17]1[N:25]=[CH:24][CH:23]=[CH:22][C:18]=1[C:19](Cl)=[O:20]. The catalyst is C(Cl)Cl.C(OCC)(=O)C. The yield is 0.260. The product is [Cl:16][C:17]1[C:18]([C:19]([C:12]2[NH:13][CH:14]=[CH:15][C:11]=2[C:5]2[CH:6]=[CH:7][CH:8]=[CH:9][CH:10]=2)=[O:20])=[CH:22][CH:23]=[CH:24][N:25]=1. (2) The reactants are [Cl:1][C:2]1[CH:3]=[C:4]([C@H:9]([CH2:21][CH:22]=O)[CH2:10][N:11]([CH3:20])[C:12](=[O:19])[C:13]2[CH:18]=[CH:17][CH:16]=[CH:15][CH:14]=2)[CH:5]=[CH:6][C:7]=1[Cl:8].[N:24]1([C:29]2([C:35]([N:37]3[CH2:41][CH2:40][CH2:39][CH2:38]3)=[O:36])[CH2:34][CH2:33][NH:32][CH2:31][CH2:30]2)[CH2:28][CH2:27][CH2:26][CH2:25]1.C([O-])(=O)C.[Na+].C(O[BH-](OC(=O)C)OC(=O)C)(=O)C.[Na+]. The catalyst is C1COCC1.C(O)(=O)C. The product is [Cl:1][C:2]1[CH:3]=[C:4]([C@H:9]([CH2:21][CH2:22][N:32]2[CH2:33][CH2:34][C:29]([N:24]3[CH2:28][CH2:27][CH2:26][CH2:25]3)([C:35]([N:37]3[CH2:38][CH2:39][CH2:40][CH2:41]3)=[O:36])[CH2:30][CH2:31]2)[CH2:10][N:11]([CH3:20])[C:12](=[O:19])[C:13]2[CH:14]=[CH:15][CH:16]=[CH:17][CH:18]=2)[CH:5]=[CH:6][C:7]=1[Cl:8]. The yield is 0.790. (3) The reactants are [OH:1][CH2:2][CH2:3][C:4]1[CH:5]=[C:6]([C:14]2[NH:23][C:22](=[O:24])[C:21]3[C:16](=[CH:17][C:18]([O:27][CH3:28])=[CH:19][C:20]=3[O:25][CH3:26])[N:15]=2)[CH:7]=[CH:8][C:9]=1[O:10]COC.C(O)(=O)C.S(=O)(=O)(O)O. The catalyst is O. The yield is 0.0800. The product is [OH:10][C:9]1[CH:8]=[CH:7][C:6]([C:14]2[NH:23][C:22](=[O:24])[C:21]3[C:16](=[CH:17][C:18]([O:27][CH3:28])=[CH:19][C:20]=3[O:25][CH3:26])[N:15]=2)=[CH:5][C:4]=1[CH2:3][CH2:2][OH:1]. (4) The reactants are [F:1][C:2]1[CH:3]=[CH:4][C:5]([OH:18])=[C:6]([C:8]2[CH:17]=[CH:16][C:11]([C:12]([O:14]C)=[O:13])=[CH:10][N:9]=2)[CH:7]=1.FC1C=CC(O)=C(B(O)O)C=1.ClC1C=CC(C(OC)=O)=CN=1.C(=O)([O-])[O-].[K+].[K+]. The catalyst is C1C=CC([P]([Pd]([P](C2C=CC=CC=2)(C2C=CC=CC=2)C2C=CC=CC=2)([P](C2C=CC=CC=2)(C2C=CC=CC=2)C2C=CC=CC=2)[P](C2C=CC=CC=2)(C2C=CC=CC=2)C2C=CC=CC=2)(C2C=CC=CC=2)C2C=CC=CC=2)=CC=1.O.O1CCOCC1. The product is [F:1][C:2]1[CH:3]=[CH:4][C:5]([OH:18])=[C:6]([C:8]2[CH:17]=[CH:16][C:11]([C:12]([OH:14])=[O:13])=[CH:10][N:9]=2)[CH:7]=1. The yield is 0.570.